Regression. Given two drug SMILES strings and cell line genomic features, predict the synergy score measuring deviation from expected non-interaction effect. From a dataset of Merck oncology drug combination screen with 23,052 pairs across 39 cell lines. (1) Drug 1: NC(=O)c1cccc2cn(-c3ccc(C4CCCNC4)cc3)nc12. Drug 2: CNC(=O)c1cc(Oc2ccc(NC(=O)Nc3ccc(Cl)c(C(F)(F)F)c3)cc2)ccn1. Cell line: RPMI7951. Synergy scores: synergy=-3.27. (2) Drug 1: CS(=O)(=O)CCNCc1ccc(-c2ccc3ncnc(Nc4ccc(OCc5cccc(F)c5)c(Cl)c4)c3c2)o1. Drug 2: O=C(NOCC(O)CO)c1ccc(F)c(F)c1Nc1ccc(I)cc1F. Cell line: LNCAP. Synergy scores: synergy=16.5. (3) Drug 1: O=C(O)C1(Cc2cccc(Nc3nccs3)n2)CCC(Oc2cccc(Cl)c2F)CC1. Drug 2: COC1CC2CCC(C)C(O)(O2)C(=O)C(=O)N2CCCCC2C(=O)OC(C(C)CC2CCC(OP(C)(C)=O)C(OC)C2)CC(=O)C(C)C=C(C)C(O)C(OC)C(=O)C(C)CC(C)C=CC=CC=C1C. Cell line: RKO. Synergy scores: synergy=18.7. (4) Drug 1: Cn1nnc2c(C(N)=O)ncn2c1=O. Drug 2: NC(=O)c1cccc2cn(-c3ccc(C4CCCNC4)cc3)nc12. Cell line: NCIH460. Synergy scores: synergy=74.8. (5) Drug 1: CS(=O)(=O)CCNCc1ccc(-c2ccc3ncnc(Nc4ccc(OCc5cccc(F)c5)c(Cl)c4)c3c2)o1. Drug 2: Cn1cc(-c2cnn3c(N)c(Br)c(C4CCCNC4)nc23)cn1. Cell line: NCIH2122. Synergy scores: synergy=-11.5.